The task is: Predict the reactants needed to synthesize the given product.. This data is from Full USPTO retrosynthesis dataset with 1.9M reactions from patents (1976-2016). (1) Given the product [CH3:1][C:2]1[N:7]=[C:6]([C:8]([OH:25])=[O:9])[C:5]([O:10][CH:11]([CH3:13])[CH3:12])=[CH:4][CH:3]=1, predict the reactants needed to synthesize it. The reactants are: [CH3:1][C:2]1[N:7]=[C:6]([CH2:8][OH:9])[C:5]([O:10][CH:11]([CH3:13])[CH3:12])=[CH:4][CH:3]=1.CC1(C)N([O])C(C)(C)CCC1.[O-:25]Cl=O.[Na+].[O-]Cl.[Na+].[OH-].[Na+].Cl. (2) Given the product [O:4]1[C:5]2([CH2:10][CH2:9][N:8]([CH2:11][CH:12]([C:17]3[C:18]([F:29])=[CH:19][CH:20]=[C:21]4[C:26]=3[N:25]=[C:24]([O:27][CH3:28])[CH:23]=[CH:22]4)[CH2:13][OH:14])[CH2:7][CH2:6]2)[O:1][CH2:2][CH2:3]1, predict the reactants needed to synthesize it. The reactants are: [O:1]1[C:5]2([CH2:10][CH2:9][N:8]([CH2:11][CH:12]([C:17]3[C:18]([F:29])=[CH:19][CH:20]=[C:21]4[C:26]=3[N:25]=[C:24]([O:27][CH3:28])[CH:23]=[CH:22]4)[C:13](OC)=[O:14])[CH2:7][CH2:6]2)[O:4][CH2:3][CH2:2]1.[H-].[Al+3].[Li+].[H-].[H-].[H-].[OH-].[Na+].S([O-])([O-])(=O)=O.[Na+].[Na+]. (3) Given the product [N+:12]([C:3]1[CH:4]=[C:5]([S:8]([NH2:11])(=[O:10])=[O:9])[CH:6]=[CH:7][C:2]=1[NH:22][CH2:21][CH:18]1[CH2:19][CH2:20][O:15][CH2:16][CH2:17]1)([O-:14])=[O:13], predict the reactants needed to synthesize it. The reactants are: F[C:2]1[CH:7]=[CH:6][C:5]([S:8]([NH2:11])(=[O:10])=[O:9])=[CH:4][C:3]=1[N+:12]([O-:14])=[O:13].[O:15]1[CH2:20][CH2:19][CH:18]([CH2:21][NH2:22])[CH2:17][CH2:16]1.C(N(CC)CC)C. (4) Given the product [CH2:16]([O:23][CH:24]1[CH:28]([NH:29][C:30]([CH:32]2[CH2:36][CH2:35][CH2:34][N:33]2[C:37](=[O:55])[CH:38]([NH:40][C:41](=[O:54])[C:42]2[CH:43]=[C:44]([Cl:53])[C:45]([O:49][CH2:50][CH:51]=[CH2:52])=[C:46]([Cl:48])[CH:47]=2)[CH3:39])=[O:31])[CH2:27][C:26](=[O:56])[O:25]1)[CH3:17], predict the reactants needed to synthesize it. The reactants are: C(OC1C(Cl)=CC(C(O)=O)=CC=1Cl)C=C.[CH2:16]([O:23][CH:24]1[CH:28]([NH:29][C:30]([CH:32]2[CH2:36][CH2:35][CH2:34][N:33]2[C:37](=[O:55])[CH:38]([NH:40][C:41](=[O:54])[C:42]2[CH:47]=[C:46]([Cl:48])[C:45]([O:49][CH2:50][CH:51]=[CH2:52])=[C:44]([Cl:53])[CH:43]=2)[CH3:39])=[O:31])[CH2:27][C:26](=[O:56])[O:25]1)[C:17]1C=CC=CC=1. (5) Given the product [CH3:14][C:4]1[CH:3]=[C:2]([C:68]([O:67][CH2:66][CH3:65])=[O:69])[N:7]=[N:6][C:5]=1[O:8][CH2:9][C:10]([F:13])([F:12])[F:11].[CH3:22][C:21]1[CH:20]=[C:19]([O:23][CH2:24][C:25]([F:28])([F:27])[F:26])[N:18]=[N:17][C:16]=1[C:68]([O:67][CH2:66][CH3:65])=[O:69], predict the reactants needed to synthesize it. The reactants are: Cl[C:2]1[N:7]=[N:6][C:5]([O:8][CH2:9][C:10]([F:13])([F:12])[F:11])=[C:4]([CH3:14])[CH:3]=1.Cl[C:16]1[N:17]=[N:18][C:19]([O:23][CH2:24][C:25]([F:28])([F:27])[F:26])=[CH:20][C:21]=1[CH3:22].C1(P(C2C=CC=CC=2)CCCP(C2C=CC=CC=2)C2C=CC=CC=2)C=CC=CC=1.C(N(CC)CC)C.[CH3:65][CH2:66][O:67][C:68](C)=[O:69]. (6) Given the product [NH2:1][C:2]1[N:6]([C:7]2[CH:8]=[C:9]([CH:16]=[CH:17][C:18]=2[CH3:19])[C:10]([NH:12][CH:13]2[CH2:15][CH2:14]2)=[O:11])[N:5]=[CH:4][C:3]=1[C:20](=[O:28])[C:21]1[CH:26]=[CH:25][CH:24]=[C:23]([C:29]#[N:30])[CH:22]=1, predict the reactants needed to synthesize it. The reactants are: [NH2:1][C:2]1[N:6]([C:7]2[CH:8]=[C:9]([CH:16]=[CH:17][C:18]=2[CH3:19])[C:10]([NH:12][CH:13]2[CH2:15][CH2:14]2)=[O:11])[N:5]=[CH:4][C:3]=1[C:20](=[O:28])[C:21]1[CH:26]=[CH:25][CH:24]=[C:23](I)[CH:22]=1.[C:29]([Cu])#[N:30]. (7) Given the product [C:16]([O:20][C:21]([N:14]1[CH2:13][CH2:12][C:9]2[NH:10][C:11]3[C:3]([S:2][CH3:1])=[CH:4][CH:5]=[CH:6][C:7]=3[C:8]=2[CH2:15]1)=[O:22])([CH3:19])([CH3:18])[CH3:17], predict the reactants needed to synthesize it. The reactants are: [CH3:1][S:2][C:3]1[C:11]2[NH:10][C:9]3[CH2:12][CH2:13][NH:14][CH2:15][C:8]=3[C:7]=2[CH:6]=[CH:5][CH:4]=1.[C:16]([O:20][C:21](O[C:21]([O:20][C:16]([CH3:19])([CH3:18])[CH3:17])=[O:22])=[O:22])([CH3:19])([CH3:18])[CH3:17].CCOCC.